Dataset: CYP1A2 inhibition data for predicting drug metabolism from PubChem BioAssay. Task: Regression/Classification. Given a drug SMILES string, predict its absorption, distribution, metabolism, or excretion properties. Task type varies by dataset: regression for continuous measurements (e.g., permeability, clearance, half-life) or binary classification for categorical outcomes (e.g., BBB penetration, CYP inhibition). Dataset: cyp1a2_veith. (1) The drug is O=C(c1cc(C(F)(F)F)cc(C(F)(F)F)c1)N1CCC2(CC1)CN(Cc1ccccc1)C2. The result is 0 (non-inhibitor). (2) The compound is Cc1cc(Oc2ccccc2)nc(-c2ccccc2)n1. The result is 1 (inhibitor). (3) The compound is COC(=O)[C@@]1(Cc2ccc(OC)cc2)[C@@H]2C(=CC(=O)[C@H]2CC(=O)C(=O)N2CCCC2)CN1C(=O)c1ccccc1. The result is 0 (non-inhibitor). (4) The compound is NCC(=O)O. The result is 0 (non-inhibitor). (5) The molecule is COc1cccc(NC(=O)C2c3cc(OC)c(OC)cc3C(=O)N(C)C2c2cccnc2)c1. The result is 0 (non-inhibitor). (6) The molecule is O=C(O)c1c(-c2nccc3ccccc23)[nH]c(-c2ccccc2)c1S(=O)(=O)O. The result is 0 (non-inhibitor). (7) The drug is Cc1ccc(CSc2nnc(-c3ccncc3)n2CC2CCCO2)cc1. The result is 0 (non-inhibitor). (8) The drug is CC(C)(C)NC(=O)C1Cc2ccccc2CN1C(=O)Nc1ccccc1Cl. The result is 0 (non-inhibitor). (9) The drug is c1ccc2c(c1)CCC[C@H]2C1=NCCN1. The result is 0 (non-inhibitor).